This data is from Catalyst prediction with 721,799 reactions and 888 catalyst types from USPTO. The task is: Predict which catalyst facilitates the given reaction. (1) Reactant: [NH2:1][C:2]1[C:3]([C:12]([OH:14])=O)=[CH:4][C:5]2[C:10]([CH:11]=1)=[CH:9][CH:8]=[CH:7][CH:6]=2.[C:15]1([CH2:21][NH:22][CH2:23][CH2:24][C:25]([O:27][CH2:28][CH3:29])=[O:26])[CH:20]=[CH:19][CH:18]=[CH:17][CH:16]=1.CN(C(ON1N=NC2C=CC=NC1=2)=[N+](C)C)C.F[P-](F)(F)(F)(F)F.C(N(C(C)C)CC)(C)C. Product: [NH2:1][C:2]1[C:3]([C:12]([N:22]([CH2:21][C:15]2[CH:20]=[CH:19][CH:18]=[CH:17][CH:16]=2)[CH2:23][CH2:24][C:25]([O:27][CH2:28][CH3:29])=[O:26])=[O:14])=[CH:4][C:5]2[C:10]([CH:11]=1)=[CH:9][CH:8]=[CH:7][CH:6]=2. The catalyst class is: 39. (2) Reactant: F[C:2]1[CH:9]=[CH:8][C:7]([N+:10]([O-:12])=[O:11])=[CH:6][C:3]=1[C:4]#[N:5].C(=O)([O-])[O-].[K+].[K+].[C:19]([O:23][C:24]([N:26]1[CH2:31][CH2:30][NH:29][CH2:28][CH2:27]1)=[O:25])([CH3:22])([CH3:21])[CH3:20]. Product: [C:19]([O:23][C:24]([N:26]1[CH2:31][CH2:30][N:29]([C:2]2[CH:9]=[CH:8][C:7]([N+:10]([O-:12])=[O:11])=[CH:6][C:3]=2[C:4]#[N:5])[CH2:28][CH2:27]1)=[O:25])([CH3:22])([CH3:20])[CH3:21]. The catalyst class is: 8.